Dataset: Full USPTO retrosynthesis dataset with 1.9M reactions from patents (1976-2016). Task: Predict the reactants needed to synthesize the given product. Given the product [CH:1]1([C:6]2([CH2:14][CH2:15][C:16]3[CH:21]=[CH:20][C:19]([O:22][CH3:23])=[CH:18][C:17]=3[O:24][CH3:25])[O:11][C:10](=[O:12])[C:9]([C:40](=[O:41])[CH2:39][C:37]3[O:36][N:35]=[C:34]([CH3:33])[CH:38]=3)=[C:8]([OH:13])[CH2:7]2)[CH2:5][CH2:4][CH2:3][CH2:2]1, predict the reactants needed to synthesize it. The reactants are: [CH:1]1([C:6]2([CH2:14][CH2:15][C:16]3[CH:21]=[CH:20][C:19]([O:22][CH3:23])=[CH:18][C:17]=3[O:24][CH3:25])[O:11][C:10](=[O:12])[CH2:9][C:8](=[O:13])[CH2:7]2)[CH2:5][CH2:4][CH2:3][CH2:2]1.C(N(CC)CC)C.[CH3:33][C:34]1[CH:38]=[C:37]([CH2:39][C:40](O)=[O:41])[O:36][N:35]=1.C(Cl)CCl.